Predict the product of the given reaction. From a dataset of Forward reaction prediction with 1.9M reactions from USPTO patents (1976-2016). Given the reactants [C:1]1([CH:7]2[S:15][C:14]3[C:9]([N:10](Cl)[CH:11]=[CH:12][CH:13]=3)=[CH:8]2)[CH:6]=[CH:5][CH:4]=[CH:3][CH:2]=1.C1(C)C=CC(S(O)(=O)=O)=CC=1.[C-]#N.[K+].[OH-:31].[Na+].CN([CH:36]=[O:37])C, predict the reaction product. The product is: [C:1]1([CH:7]2[S:15][C:14]3[C:9]([N:10]([C:36]([OH:37])=[O:31])[CH:11]=[CH:12][CH:13]=3)=[CH:8]2)[CH:6]=[CH:5][CH:4]=[CH:3][CH:2]=1.